This data is from Peptide-MHC class I binding affinity with 185,985 pairs from IEDB/IMGT. The task is: Regression. Given a peptide amino acid sequence and an MHC pseudo amino acid sequence, predict their binding affinity value. This is MHC class I binding data. (1) The peptide sequence is RPQASGVYM. The MHC is H-2-Db with pseudo-sequence H-2-Db. The binding affinity (normalized) is 0. (2) The peptide sequence is YTYPCIPEY. The MHC is HLA-A30:01 with pseudo-sequence HLA-A30:01. The binding affinity (normalized) is 0.0847. (3) The peptide sequence is AFKVPGVKTV. The MHC is HLA-A01:01 with pseudo-sequence HLA-A01:01. The binding affinity (normalized) is 0. (4) The peptide sequence is VLTGNLQTL. The MHC is HLA-B15:01 with pseudo-sequence HLA-B15:01. The binding affinity (normalized) is 0.0847. (5) The peptide sequence is ETVSLAGSY. The MHC is HLA-A23:01 with pseudo-sequence HLA-A23:01. The binding affinity (normalized) is 0. (6) The peptide sequence is QMRVRYYGL. The MHC is HLA-A26:01 with pseudo-sequence HLA-A26:01. The binding affinity (normalized) is 0.0847. (7) The peptide sequence is IQIQATETA. The MHC is HLA-A02:19 with pseudo-sequence HLA-A02:19. The binding affinity (normalized) is 0.0847.